From a dataset of Forward reaction prediction with 1.9M reactions from USPTO patents (1976-2016). Predict the product of the given reaction. (1) Given the reactants [CH3:1][N:2]1[CH:6]=[CH:5][N:4]=[C:3]1[CH:7]=O.[NH2:9][C:10]1[CH:18]=[CH:17][CH:16]=[C:15]2[C:11]=1[CH2:12][O:13][C:14]2=[O:19].S([O-])([O-])(=O)=O.[Mg+2], predict the reaction product. The product is: [CH3:1][N:2]1[CH:6]=[CH:5][N:4]=[C:3]1/[CH:7]=[N:9]/[C:10]1[CH:18]=[CH:17][CH:16]=[C:15]2[C:11]=1[CH2:12][O:13][C:14]2=[O:19]. (2) Given the reactants Br[CH2:2][C:3]([C:5]1[CH:10]=[CH:9][C:8]([O:11][Si:12]([CH:19]([CH3:21])[CH3:20])([CH:16]([CH3:18])[CH3:17])[CH:13]([CH3:15])[CH3:14])=[C:7]([CH3:22])[CH:6]=1)=[O:4].Cl.Cl.[CH2:25]([O:28][C:29]1[N:34]=[CH:33][C:32]([C:35]2([OH:41])[CH2:40][CH2:39][NH:38][CH2:37][CH2:36]2)=[CH:31][CH:30]=1)[CH2:26][CH3:27], predict the reaction product. The product is: [OH:41][C:35]1([C:32]2[CH:33]=[N:34][C:29]([O:28][CH2:25][CH2:26][CH3:27])=[CH:30][CH:31]=2)[CH2:40][CH2:39][N:38]([CH2:2][C:3]([C:5]2[CH:10]=[CH:9][C:8]([O:11][Si:12]([CH:19]([CH3:21])[CH3:20])([CH:16]([CH3:18])[CH3:17])[CH:13]([CH3:15])[CH3:14])=[C:7]([CH3:22])[CH:6]=2)=[O:4])[CH2:37][CH2:36]1. (3) Given the reactants [N+:1]([C:4]1[CH:9]=[CH:8][CH:7]=[C:6]([NH2:10])[C:5]=1[NH2:11])([O-:3])=[O:2].[C:12](OCC)(=O)[CH2:13][C:14]([O:16]CC)=[O:15], predict the reaction product. The product is: [N+:1]([C:4]1[C:5]2[N:11]=[C:12]([CH2:13][C:14]([OH:16])=[O:15])[NH:10][C:6]=2[CH:7]=[CH:8][CH:9]=1)([O-:3])=[O:2]. (4) Given the reactants [CH:1]1([CH:7]2[N:11]([C:12]3[CH:17]=[CH:16][C:15]([C:18]4[CH:22]=[CH:21][O:20][N:19]=4)=[CH:14][CH:13]=3)[C:10](=[O:23])[C:9]([OH:24])=[C:8]2[C:25](=[O:34])[C:26]2[CH:31]=[CH:30][C:29]([O:32]C)=[CH:28][CH:27]=2)[CH2:6][CH2:5][CH2:4][CH2:3][CH2:2]1.B(Br)(Br)Br.C(=O)([O-])[O-].[K+].[K+].[OH-].[Na+], predict the reaction product. The product is: [CH:1]1([CH:7]2[N:11]([C:12]3[CH:13]=[CH:14][C:15]([C:18]4[CH:22]=[CH:21][O:20][N:19]=4)=[CH:16][CH:17]=3)[C:10](=[O:23])[C:9]([OH:24])=[C:8]2[C:25](=[O:34])[C:26]2[CH:27]=[CH:28][C:29]([OH:32])=[CH:30][CH:31]=2)[CH2:2][CH2:3][CH2:4][CH2:5][CH2:6]1. (5) Given the reactants [C:1]([C:3]1[CH:8]=[CH:7][C:6]([N:9]([CH2:14][CH3:15])[CH2:10][C:11]([OH:13])=O)=[CH:5][C:4]=1[C:16]([F:19])([F:18])[F:17])#[N:2].[CH2:20]([NH:23][CH2:24][CH2:25][CH3:26])[CH2:21][CH3:22], predict the reaction product. The product is: [C:1]([C:3]1[CH:8]=[CH:7][C:6]([N:9]([CH2:14][CH3:15])[CH2:10][C:11]([N:23]([CH2:24][CH2:25][CH3:26])[CH2:20][CH2:21][CH3:22])=[O:13])=[CH:5][C:4]=1[C:16]([F:19])([F:18])[F:17])#[N:2]. (6) Given the reactants [O:1]1[CH2:6][CH2:5][CH2:4][CH2:3][CH:2]1[N:7]1[C:15]2[C:10](=[CH:11][C:12](B3OC(C)(C)C(C)(C)O3)=[CH:13][CH:14]=2)[C:9]([CH:25]=[O:26])=[N:8]1.[C:27]([O:31][C:32](=[O:42])[NH:33][C:34]1[CH:35]=[N:36][CH:37]=[C:38](Br)[C:39]=1[CH3:40])([CH3:30])([CH3:29])[CH3:28].P([O-])([O-])([O-])=O.[K+].[K+].[K+].C(OC(=O)N(CC)CC1C=NC=C(C2C=C3C(=CC=2)N(C2CCCCO2)N=C3C=O)C=1C)(C)(C)C, predict the reaction product. The product is: [C:27]([O:31][C:32](=[O:42])[NH:33][C:34]1[CH:35]=[N:36][CH:37]=[C:38]([C:12]2[CH:11]=[C:10]3[C:15](=[CH:14][CH:13]=2)[N:7]([CH:2]2[CH2:3][CH2:4][CH2:5][CH2:6][O:1]2)[N:8]=[C:9]3[CH:25]=[O:26])[C:39]=1[CH3:40])([CH3:30])([CH3:29])[CH3:28]. (7) Given the reactants S(Cl)(Cl)=O.[NH2:5][C@H:6]([C:17]([OH:19])=[O:18])[CH2:7][C:8]1[C:16]2[C:11](=[CH:12][CH:13]=[CH:14][CH:15]=2)[NH:10][CH:9]=1.[C:20]([O-])([O-])=O.[Na+].[Na+], predict the reaction product. The product is: [CH3:20][O:18][C:17](=[O:19])[C@H:6]([CH2:7][C:8]1[C:16]2[C:11](=[CH:12][CH:13]=[CH:14][CH:15]=2)[NH:10][CH:9]=1)[NH2:5].